Dataset: Forward reaction prediction with 1.9M reactions from USPTO patents (1976-2016). Task: Predict the product of the given reaction. Given the reactants [CH3:1][C:2]1[C:6]([CH3:7])=[CH:5][NH:4][N:3]=1.[CH2:8]=[O:9], predict the reaction product. The product is: [OH:9][CH2:8][N:4]1[CH:5]=[C:6]([CH3:7])[C:2]([CH3:1])=[N:3]1.